Dataset: Full USPTO retrosynthesis dataset with 1.9M reactions from patents (1976-2016). Task: Predict the reactants needed to synthesize the given product. Given the product [F:1][C:2]1[CH:7]=[C:6]([C:8]2[N:28]=[C:11]3[CH:12]=[C:13]([NH:16][C:17]([C:19]4[N:23]([CH3:24])[N:22]=[CH:21][C:20]=4[C:25]([N:29]4[CH2:34][CH2:33][O:32][CH2:31][CH2:30]4)=[O:26])=[O:18])[CH:14]=[CH:15][N:10]3[N:9]=2)[CH:5]=[CH:4][N:3]=1, predict the reactants needed to synthesize it. The reactants are: [F:1][C:2]1[CH:7]=[C:6]([C:8]2[N:28]=[C:11]3[CH:12]=[C:13]([NH:16][C:17]([C:19]4[N:23]([CH3:24])[N:22]=[CH:21][C:20]=4[C:25](O)=[O:26])=[O:18])[CH:14]=[CH:15][N:10]3[N:9]=2)[CH:5]=[CH:4][N:3]=1.[NH:29]1[CH2:34][CH2:33][O:32][CH2:31][CH2:30]1.